From a dataset of NCI-60 drug combinations with 297,098 pairs across 59 cell lines. Regression. Given two drug SMILES strings and cell line genomic features, predict the synergy score measuring deviation from expected non-interaction effect. (1) Drug 1: CN(C)C(=N)N=C(N)N. Drug 2: CC1CC(C(C(C=C(C(C(C=CC=C(C(=O)NC2=CC(=O)C(=C(C1)C2=O)OC)C)OC)OC(=O)N)C)C)O)OC. Cell line: SW-620. Synergy scores: CSS=60.5, Synergy_ZIP=3.72, Synergy_Bliss=2.11, Synergy_Loewe=-39.9, Synergy_HSA=1.85. (2) Drug 1: CC12CCC3C(C1CCC2=O)CC(=C)C4=CC(=O)C=CC34C. Drug 2: C1=CC(=CC=C1CCC2=CNC3=C2C(=O)NC(=N3)N)C(=O)NC(CCC(=O)O)C(=O)O. Cell line: HT29. Synergy scores: CSS=15.8, Synergy_ZIP=-22.6, Synergy_Bliss=-38.6, Synergy_Loewe=-38.6, Synergy_HSA=-35.6.